From a dataset of Reaction yield outcomes from USPTO patents with 853,638 reactions. Predict the reaction yield, written as a fraction of the theoretical maximum amount of product (1.0 means a 100% yield; for example, 0.34 means a 34% yield). (1) The reactants are Cl[C:2]1[N:7]=[C:6]([NH:8][C:9]2[CH:14]=[CH:13][C:12]([O:15][CH2:16][CH3:17])=[CH:11][CH:10]=2)[C:5]([F:18])=[CH:4][N:3]=1.C(N(C(C)C)C(C)C)C.[CH2:28]1[CH2:38][O:37][C:36]2[CH:35]=[CH:34][C:32]([NH2:33])=[CH:31][C:30]=2[O:29]1. The catalyst is C(O)CO. The product is [CH2:16]([O:15][C:12]1[CH:13]=[CH:14][C:9]([NH:8][C:6]2[C:5]([F:18])=[CH:4][N:3]=[C:2]([NH:33][C:32]3[CH:34]=[CH:35][C:36]4[O:37][CH2:38][CH2:28][O:29][C:30]=4[CH:31]=3)[N:7]=2)=[CH:10][CH:11]=1)[CH3:17]. The yield is 0.600. (2) The reactants are C(OC(=O)[NH:7][C@@H:8]1[CH2:12][CH2:11][N:10]([C:13]2[CH:18]=[CH:17][C:16]([Br:19])=[CH:15][N:14]=2)[CH2:9]1)(C)(C)C.C(O)(C(F)(F)F)=O. The catalyst is C(Cl)Cl. The product is [Br:19][C:16]1[CH:17]=[CH:18][C:13]([N:10]2[CH2:11][CH2:12][C@@H:8]([NH2:7])[CH2:9]2)=[N:14][CH:15]=1. The yield is 0.930. (3) The reactants are [OH:1][CH:2]1[CH2:7][CH2:6][CH2:5][CH:4]([O:8][C:9]2[CH:14]=[CH:13][C:12]([N:15]3[C:20](=[O:21])[C:19]([CH2:22][C:23]4[CH:28]=[CH:27][C:26]([C:29]5[CH:34]=[CH:33][CH:32]=[CH:31][C:30]=5[C:35]5[NH:39][C:38](=[O:40])[O:37][N:36]=5)=[CH:25][CH:24]=4)=[C:18]([CH2:41][CH2:42][CH3:43])[N:17]=[C:16]3[CH3:44])=[CH:11][CH:10]=2)[CH2:3]1.CC(OI1(OC(C)=O)(OC(C)=O)OC(=O)C2C1=CC=CC=2)=O.C(OCC)(=O)C.S([O-])([O-])(=O)=S.[Na+].[Na+]. The catalyst is C(Cl)Cl.O. The product is [CH3:44][C:16]1[N:15]([C:12]2[CH:11]=[CH:10][C:9]([O:8][CH:4]3[CH2:5][CH2:6][CH2:7][C:2](=[O:1])[CH2:3]3)=[CH:14][CH:13]=2)[C:20](=[O:21])[C:19]([CH2:22][C:23]2[CH:28]=[CH:27][C:26]([C:29]3[CH:34]=[CH:33][CH:32]=[CH:31][C:30]=3[C:35]3[NH:39][C:38](=[O:40])[O:37][N:36]=3)=[CH:25][CH:24]=2)=[C:18]([CH2:41][CH2:42][CH3:43])[N:17]=1. The yield is 0.840. (4) The reactants are [C:1]1([CH:7]([C:21]2[CH:26]=[CH:25][CH:24]=[CH:23][CH:22]=2)[N:8]2[CH2:11][CH:10]([N:12]3[CH2:17][CH2:16][NH:15][CH2:14][CH:13]3[CH2:18][CH2:19][OH:20])[CH2:9]2)[CH:6]=[CH:5][CH:4]=[CH:3][CH:2]=1.[C:27]([O:31][C:32](O[C:32]([O:31][C:27]([CH3:30])([CH3:29])[CH3:28])=[O:33])=[O:33])([CH3:30])([CH3:29])[CH3:28].C(N(CC)CC)C. The catalyst is C(Cl)Cl. The product is [C:21]1([CH:7]([C:1]2[CH:2]=[CH:3][CH:4]=[CH:5][CH:6]=2)[N:8]2[CH2:9][CH:10]([N:12]3[CH2:17][CH2:16][N:15]([C:32]([O:31][C:27]([CH3:30])([CH3:29])[CH3:28])=[O:33])[CH2:14][CH:13]3[CH2:18][CH2:19][OH:20])[CH2:11]2)[CH:26]=[CH:25][CH:24]=[CH:23][CH:22]=1. The yield is 0.450.